This data is from Full USPTO retrosynthesis dataset with 1.9M reactions from patents (1976-2016). The task is: Predict the reactants needed to synthesize the given product. (1) Given the product [CH3:15][O:14][C:13]1[C:6]2[S:5][C:3]([C:20]([OH:19])=[O:17])=[CH:8][C:7]=2[CH:10]=[CH:11][CH:12]=1, predict the reactants needed to synthesize it. The reactants are: CN(C)[C:3]([S:5][C:6]1[C:13]([O:14][CH3:15])=[CH:12][CH:11]=[CH:10][C:7]=1[CH:8]=O)=O.[OH-:17].[Na+].[OH2:19].[CH3:20]O. (2) The reactants are: [Br:1][C:2]1[C:3]([S:13][C:14]([CH3:17])([CH3:16])[CH3:15])=[C:4]([CH:7]=[C:8]([N+:10]([O-:12])=[O:11])[CH:9]=1)[CH:5]=O.Cl.[NH2:19][OH:20]. Given the product [Br:1][C:2]1[C:3]([S:13][C:14]([CH3:17])([CH3:16])[CH3:15])=[C:4]([CH:7]=[C:8]([N+:10]([O-:12])=[O:11])[CH:9]=1)[CH:5]=[N:19][OH:20], predict the reactants needed to synthesize it.